This data is from Catalyst prediction with 721,799 reactions and 888 catalyst types from USPTO. The task is: Predict which catalyst facilitates the given reaction. (1) The catalyst class is: 2. Reactant: [CH2:1]([NH:3][C:4]1[CH:9]=[CH:8][C:7]([O:10][CH3:11])=[CH:6][CH:5]=1)[CH3:2].C(N(C(C)C)C(C)C)C.Cl[C:22](Cl)([O:24]C(=O)OC(Cl)(Cl)Cl)Cl.Cl.[CH3:34][O:35][C:36]1[CH:41]=[CH:40][C:39]([C:42]([CH:44]2[CH2:49][CH2:48][NH:47][CH2:46][CH2:45]2)=[O:43])=[CH:38][C:37]=1[CH3:50]. Product: [CH2:1]([N:3]([C:4]1[CH:9]=[CH:8][C:7]([O:10][CH3:11])=[CH:6][CH:5]=1)[C:22]([N:47]1[CH2:48][CH2:49][CH:44]([C:42](=[O:43])[C:39]2[CH:40]=[CH:41][C:36]([O:35][CH3:34])=[C:37]([CH3:50])[CH:38]=2)[CH2:45][CH2:46]1)=[O:24])[CH3:2]. (2) Reactant: [Cl-].[Al+3].[Cl-].[Cl-].[Cl:5][C:6]1[CH:11]=[CH:10][CH:9]=[C:8]([Cl:12])[C:7]=1[C:13]1[CH:17]=[CH:16][NH:15][CH:14]=1.[Cl:18][C:19]1[N:27]=[CH:26][CH:25]=[CH:24][C:20]=1[C:21](Cl)=[O:22]. Product: [Cl:18][C:19]1[C:20]([C:21]([C:14]2[NH:15][CH:16]=[CH:17][C:13]=2[C:7]2[C:6]([Cl:5])=[CH:11][CH:10]=[CH:9][C:8]=2[Cl:12])=[O:22])=[CH:24][CH:25]=[CH:26][N:27]=1. The catalyst class is: 124. (3) Reactant: [Cl:1][C:2]1[CH:10]=[C:9]2[C:5]([CH:6]=[N:7][N:8]2[C:11](=[O:13])[CH3:12])=[C:4]([N+:14]([O-])=O)[CH:3]=1.[NH4+].[Cl-].O. Product: [NH2:14][C:4]1[CH:3]=[C:2]([Cl:1])[CH:10]=[C:9]2[C:5]=1[CH:6]=[N:7][N:8]2[C:11](=[O:13])[CH3:12]. The catalyst class is: 447. (4) The catalyst class is: 4. Reactant: CS([Cl:5])(=O)=O.[CH:6]1([CH2:12][N:13]2[C:21]3[C:16](=[CH:17][CH:18]=[CH:19][C:20]=3[O:22][CH3:23])[C:15]([C:24]3[N:25]=[C:26]([CH2:29]O)[S:27][CH:28]=3)=[CH:14]2)[CH2:11][CH2:10][CH2:9][CH2:8][CH2:7]1.N1C=CC=CC=1. Product: [Cl:5][CH2:29][C:26]1[S:27][CH:28]=[C:24]([C:15]2[C:16]3[C:21](=[C:20]([O:22][CH3:23])[CH:19]=[CH:18][CH:17]=3)[N:13]([CH2:12][CH:6]3[CH2:11][CH2:10][CH2:9][CH2:8][CH2:7]3)[CH:14]=2)[N:25]=1. (5) Reactant: Br[CH2:2][C:3]1[C:8]([Cl:9])=[CH:7][CH:6]=[CH:5][C:4]=1[N:10]1[C:14](=[O:15])[N:13]([CH3:16])[N:12]=[N:11]1.[CH3:17][O:18][C:19]1[CH:24]=[CH:23][C:22]([N:25]2[CH:29]=[CH:28][C:27]([OH:30])=[N:26]2)=[CH:21][CH:20]=1.C(=O)([O-])[O-].[K+].[K+].C(#N)C. Product: [CH3:17][O:18][C:19]1[CH:20]=[CH:21][C:22]([N:25]2[CH:29]=[CH:28][C:27]([O:30][CH2:2][C:3]3[C:8]([Cl:9])=[CH:7][CH:6]=[CH:5][C:4]=3[N:10]3[C:14](=[O:15])[N:13]([CH3:16])[N:12]=[N:11]3)=[N:26]2)=[CH:23][CH:24]=1. The catalyst class is: 6. (6) Reactant: [CH3:1][NH:2][CH2:3][CH:4]([C:6]1[O:7][C:8]([C:11]2[CH:16]=[CH:15][CH:14]=[CH:13][CH:12]=2)=[CH:9][CH:10]=1)[OH:5].C(N(CC)C(C)C)(C)C.[Cl:26][C:27]1[CH:49]=[CH:48][C:30]([CH2:31][NH:32][C:33]([C:35]2[C:36](=[O:47])[C:37]3[CH:44]=[C:43]([CH2:45]Cl)[S:42][C:38]=3[N:39]([CH3:41])[CH:40]=2)=[O:34])=[CH:29][CH:28]=1.O. Product: [Cl:26][C:27]1[CH:49]=[CH:48][C:30]([CH2:31][NH:32][C:33]([C:35]2[C:36](=[O:47])[C:37]3[CH:44]=[C:43]([CH2:45][N:2]([CH2:3][CH:4]([C:6]4[O:7][C:8]([C:11]5[CH:16]=[CH:15][CH:14]=[CH:13][CH:12]=5)=[CH:9][CH:10]=4)[OH:5])[CH3:1])[S:42][C:38]=3[N:39]([CH3:41])[CH:40]=2)=[O:34])=[CH:29][CH:28]=1. The catalyst class is: 3. (7) Reactant: [O:1]1[CH2:6][CH2:5][CH2:4][CH2:3][CH:2]1[N:7]1[CH:11]=[C:10]([C:12]2[CH:13]=[C:14]3[C:18](=[CH:19][CH:20]=2)[N:17]([CH2:21][CH:22]2[CH2:28][CH2:27][CH2:26][N:25](C(OCC4C=CC=CC=4)=O)[CH2:24][CH2:23]2)[CH:16]=[CH:15]3)[CH:9]=[N:8]1.[H][H].CO.ClCCl. Product: [NH:25]1[CH2:26][CH2:27][CH2:28][CH:22]([CH2:21][N:17]2[C:18]3[C:14](=[CH:13][C:12]([C:10]4[CH:9]=[N:8][N:7]([CH:2]5[CH2:3][CH2:4][CH2:5][CH2:6][O:1]5)[CH:11]=4)=[CH:20][CH:19]=3)[CH:15]=[CH:16]2)[CH2:23][CH2:24]1. The catalyst class is: 50.